Dataset: Catalyst prediction with 721,799 reactions and 888 catalyst types from USPTO. Task: Predict which catalyst facilitates the given reaction. (1) Reactant: C1(OC(N([C@@H](C2C=CC=CC=2)C)[C:11](=[O:22])[CH:12]([CH2:19][CH:20]=[CH2:21])[CH2:13][CH2:14][CH2:15][CH2:16][CH2:17][CH3:18])=O)C=CC=CC=1.[O:31]([CH3:33])[Li]. Product: [CH2:19]([CH:12]([CH2:13][CH2:14][CH2:15][CH2:16][CH2:17][CH3:18])[C:11]([O:31][CH3:33])=[O:22])[CH:20]=[CH2:21]. The catalyst class is: 5. (2) Reactant: Cl[C:2]1[CH:29]=[CH:28][C:5]([CH2:6][N:7]2[CH:27]=[C:10]3[N:11]=[C:12]([N:17]4[CH:21]=[C:20]([C:22]([O:24][CH2:25][CH3:26])=[O:23])[CH:19]=[N:18]4)[N:13]=[C:14]([O:15][CH3:16])[C:9]3=[N:8]2)=[C:4]([F:30])[CH:3]=1.[C:31]1(B(O)O)[CH:36]=[CH:35][CH:34]=[CH:33][CH:32]=1.P([O-])([O-])([O-])=O.[K+].[K+].[K+].C(Cl)(Cl)Cl. Product: [F:30][C:4]1[CH:3]=[C:2]([C:31]2[CH:36]=[CH:35][CH:34]=[CH:33][CH:32]=2)[CH:29]=[CH:28][C:5]=1[CH2:6][N:7]1[CH:27]=[C:10]2[N:11]=[C:12]([N:17]3[CH:21]=[C:20]([C:22]([O:24][CH2:25][CH3:26])=[O:23])[CH:19]=[N:18]3)[N:13]=[C:14]([O:15][CH3:16])[C:9]2=[N:8]1. The catalyst class is: 493. (3) Reactant: [OH-].[Li+].[CH3:3][C:4]1[N:8]([C:9]2[CH:10]=[CH:11][C:12]([CH2:15][C:16]([O:18]CC)=[O:17])=[N:13][CH:14]=2)[N:7]=[N:6][N:5]=1. Product: [CH3:3][C:4]1[N:8]([C:9]2[CH:10]=[CH:11][C:12]([CH2:15][C:16]([OH:18])=[O:17])=[N:13][CH:14]=2)[N:7]=[N:6][N:5]=1. The catalyst class is: 90. (4) Reactant: [I:1][C:2]1[C:10]2[C:5](=[N:6][CH:7]=[N:8][C:9]=2[NH2:11])[NH:4][N:3]=1.[O:12]1[C:14]2([CH2:19][CH2:18][N:17]([C:20]([O:22][C:23]([CH3:26])([CH3:25])[CH3:24])=[O:21])[CH2:16][CH2:15]2)[CH2:13]1.C(=O)([O-])[O-].[Cs+].[Cs+]. Product: [NH2:11][C:9]1[N:8]=[CH:7][N:6]=[C:5]2[N:4]([CH2:13][C:14]3([OH:12])[CH2:15][CH2:16][N:17]([C:20]([O:22][C:23]([CH3:26])([CH3:25])[CH3:24])=[O:21])[CH2:18][CH2:19]3)[N:3]=[C:2]([I:1])[C:10]=12. The catalyst class is: 9. (5) Reactant: [NH2:1][C:2]1[N:3]=[CH:4][C:5]([C:20]2[CH:21]=[N:22][N:23]([CH:25]3[CH2:30][CH2:29][N:28](C(OC(C)(C)C)=O)[CH2:27][CH2:26]3)[CH:24]=2)=[C:6]2[CH:10]=[C:9]([C:11]3[C:19]4[S:18][CH:17]=[CH:16][C:15]=4[CH:14]=[CH:13][CH:12]=3)[O:8][C:7]=12.Cl. Product: [NH2:1][C:2]1[N:3]=[CH:4][C:5]([C:20]2[CH:21]=[N:22][N:23]([CH:25]3[CH2:30][CH2:29][NH:28][CH2:27][CH2:26]3)[CH:24]=2)=[C:6]2[CH:10]=[C:9]([C:11]3[C:19]4[S:18][CH:17]=[CH:16][C:15]=4[CH:14]=[CH:13][CH:12]=3)[O:8][C:7]=12. The catalyst class is: 2. (6) Reactant: [C:1]([O:5][C:6]([N:8]1[C:13]([CH3:14])=[CH:12][C:11](Cl)=[CH:10][CH:9]1[CH2:16][CH2:17][CH2:18][CH2:19][CH3:20])=[O:7])([CH3:4])([CH3:3])[CH3:2].C(=O)([O-])[O-].[Li+].[Li+].[H][H]. Product: [C:1]([O:5][C:6]([N:8]1[C:13]([CH3:14])=[CH:12][CH2:11][CH2:10][CH:9]1[CH2:16][CH2:17][CH2:18][CH2:19][CH3:20])=[O:7])([CH3:4])([CH3:3])[CH3:2]. The catalyst class is: 19. (7) Reactant: Br.[CH3:2][C:3]1[N:4]=[CH:5][NH:6][C:7]=1[CH3:8].[Cl:9][C:10]1[CH:17]=[CH:16][CH:15]=[CH:14][C:11]=1[CH2:12]Br.[OH-].[K+].CCOCC. Product: [Cl:9][C:10]1[CH:17]=[CH:16][CH:15]=[CH:14][C:11]=1[CH2:12][N:4]1[C:3]([CH3:2])=[C:7]([CH3:8])[N:6]=[CH:5]1. The catalyst class is: 18.